Dataset: Acute oral toxicity (LD50) regression data from Zhu et al.. Task: Regression/Classification. Given a drug SMILES string, predict its toxicity properties. Task type varies by dataset: regression for continuous values (e.g., LD50, hERG inhibition percentage) or binary classification for toxic/non-toxic outcomes (e.g., AMES mutagenicity, cardiotoxicity, hepatotoxicity). Dataset: ld50_zhu. (1) The compound is CC(C)(C)CC1(C)CO1. The rat oral LD50 is 1.42, given as -log10 of the dose in mol/kg body weight (higher means more acutely toxic). (2) The drug is CS(=O)(=O)c1ccc(O)cc1. The rat oral LD50 is 1.74, given as -log10 of the dose in mol/kg body weight (higher means more acutely toxic). (3) The compound is CCOP(=S)(OCC)SCCSCC. The rat oral LD50 is 5.14, given as -log10 of the dose in mol/kg body weight (higher means more acutely toxic).